This data is from Full USPTO retrosynthesis dataset with 1.9M reactions from patents (1976-2016). The task is: Predict the reactants needed to synthesize the given product. (1) The reactants are: ClCC([NH:5][C:6]([CH:9]1[CH2:14][CH2:13][CH:12]([C:15]2[S:16][C:17]([C:20]3[CH:25]=[CH:24][C:23]([NH:26][C:27]([NH:29][C:30]4[CH:35]=[C:34]([F:36])[C:33]([F:37])=[CH:32][C:31]=4[F:38])=[O:28])=[CH:22][CH:21]=3)=[CH:18][N:19]=2)[CH2:11][CH2:10]1)([CH3:8])[CH3:7])=O.NC(N)=S.[OH-].[Na+].O. Given the product [NH2:5][C:6]([CH:9]1[CH2:10][CH2:11][CH:12]([C:15]2[S:16][C:17]([C:20]3[CH:21]=[CH:22][C:23]([NH:26][C:27]([NH:29][C:30]4[CH:35]=[C:34]([F:36])[C:33]([F:37])=[CH:32][C:31]=4[F:38])=[O:28])=[CH:24][CH:25]=3)=[CH:18][N:19]=2)[CH2:13][CH2:14]1)([CH3:8])[CH3:7], predict the reactants needed to synthesize it. (2) Given the product [NH2:1][C:2]1[C:3]([C:19]2[O:23][C:22]([C:24]3[CH:25]=[CH:26][C:27]([CH2:28][OH:29])=[CH:32][CH:33]=3)=[N:21][N:20]=2)=[N:4][C:5]([C:8]2[CH:13]=[CH:12][C:11]([CH2:14][N:15]([CH3:17])[CH3:16])=[CH:10][CH:9]=2)=[CH:6][N:7]=1, predict the reactants needed to synthesize it. The reactants are: [NH2:1][C:2]1[C:3]([C:19]2[O:23][C:22]([C:24]3[CH:33]=[CH:32][C:27]([C:28](OC)=[O:29])=[CH:26][CH:25]=3)=[N:21][N:20]=2)=[N:4][C:5]([C:8]2[CH:13]=[CH:12][C:11]([C:14](=O)[N:15]([CH3:17])[CH3:16])=[CH:10][CH:9]=2)=[CH:6][N:7]=1.CC(C[AlH]CC(C)C)C.Cl.[OH-].[Na+]. (3) Given the product [F:1][C:2]1[CH:10]=[CH:9][C:8]([CH2:11][C:12]2[C:21]3[C:16](=[CH:17][CH:18]=[CH:19][CH:20]=3)[C:15](=[O:22])[NH:14][N:13]=2)=[CH:7][C:3]=1[C:4]([N:56]1[CH2:61][CH2:60][CH:59]([O:62][CH2:63][CH2:64][N:65]2[CH2:70][CH2:69][CH2:68][CH2:67][CH2:66]2)[CH2:58][CH2:57]1)=[O:5], predict the reactants needed to synthesize it. The reactants are: [F:1][C:2]1[CH:10]=[CH:9][C:8]([CH2:11][C:12]2[C:21]3[C:16](=[CH:17][CH:18]=[CH:19][CH:20]=3)[C:15](=[O:22])[NH:14][N:13]=2)=[CH:7][C:3]=1[C:4](O)=[O:5].CN(C(ON1N=NC2C=CC=CC1=2)=[N+](C)C)C.F[P-](F)(F)(F)(F)F.C(N(C(C)C)C(C)C)C.[NH:56]1[CH2:61][CH2:60][CH:59]([O:62][CH2:63][CH2:64][N:65]2[CH2:70][CH2:69][CH2:68][CH2:67][CH2:66]2)[CH2:58][CH2:57]1.